Dataset: Forward reaction prediction with 1.9M reactions from USPTO patents (1976-2016). Task: Predict the product of the given reaction. (1) Given the reactants [C:1]([C:5]1[CH:6]=[CH:7][C:8]([O:14][CH2:15][CH3:16])=[C:9]([CH:13]=1)[C:10](Cl)=O)([CH3:4])([CH3:3])[CH3:2].[Cl:17][C:18]1[CH:23]=[CH:22][C:21]([C:24]2([CH3:50])[C:28]([C:30]3[CH:35]=[CH:34][C:33]([Cl:36])=[CH:32][CH:31]=3)([CH3:29])[NH:27]C(C3C=CC(C(C)(C)C)=CC=3OCC)=[N:25]2)=[CH:20][CH:19]=1, predict the reaction product. The product is: [C:1]([C:5]1[CH:6]=[CH:7][C:8]([O:14][CH2:15][CH3:16])=[C:9]([C:10]2[NH:25][C:24]([C:21]3[CH:20]=[CH:19][C:18]([Cl:17])=[CH:23][CH:22]=3)([CH3:50])[C:28]([C:30]3[CH:31]=[CH:32][C:33]([Cl:36])=[CH:34][CH:35]=3)([CH3:29])[N:27]=2)[CH:13]=1)([CH3:4])([CH3:3])[CH3:2]. (2) Given the reactants [CH3:1][O:2][C:3]1[C:4](=[O:26])[C:5]([C:15]2[N:19]([C:20]3[CH:25]=[CH:24][CH:23]=[CH:22][CH:21]=3)[N:18]=[CH:17][CH:16]=2)=[N:6][N:7]([CH:9]2[CH2:14][CH2:13][NH:12][CH2:11][CH2:10]2)[CH:8]=1.Br[C:28]1[CH:33]=[CH:32][C:31]([F:34])=[CH:30][CH:29]=1.C1(P(C2CCCCC2)C2C=CC=CC=2C2C(C(C)C)=CC(C(C)C)=CC=2C(C)C)CCCCC1.CC(C)([O-])C.[Na+], predict the reaction product. The product is: [F:34][C:31]1[CH:32]=[CH:33][C:28]([N:12]2[CH2:11][CH2:10][CH:9]([N:7]3[CH:8]=[C:3]([O:2][CH3:1])[C:4](=[O:26])[C:5]([C:15]4[N:19]([C:20]5[CH:25]=[CH:24][CH:23]=[CH:22][CH:21]=5)[N:18]=[CH:17][CH:16]=4)=[N:6]3)[CH2:14][CH2:13]2)=[CH:29][CH:30]=1. (3) Given the reactants [CH2:1]([O:3][C:4](=[O:32])[CH2:5][C@H:6]([NH:20][C:21](=[O:31])[CH2:22][CH2:23][C:24](=O)[NH:25][CH2:26][CH2:27][C:28]#[N:29])[CH2:7][C:8]1[CH:13]=[CH:12][C:11]([C:14]2[CH:19]=[CH:18][CH:17]=[CH:16][CH:15]=2)=[CH:10][CH:9]=1)[CH3:2].C1C=CC(P(C2C=CC=CC=2)C2C=CC=CC=2)=CC=1.CC(OC(/N=N/C(OC(C)C)=O)=O)C.C[Si]([N:70]=[N+:71]=[N-:72])(C)C, predict the reaction product. The product is: [CH2:1]([O:3][C:4](=[O:32])[CH2:5][C@H:6]([NH:20][C:21](=[O:31])[CH2:22][CH2:23][C:24]1[N:25]([CH2:26][CH2:27][C:28]#[N:29])[N:72]=[N:71][N:70]=1)[CH2:7][C:8]1[CH:13]=[CH:12][C:11]([C:14]2[CH:15]=[CH:16][CH:17]=[CH:18][CH:19]=2)=[CH:10][CH:9]=1)[CH3:2]. (4) The product is: [Br:23][C:11]1[CH:10]=[CH:9][N:8]=[C:7]([CH:4]2[CH2:5][CH2:6][O:1][CH2:2][CH2:3]2)[CH:12]=1. Given the reactants [O:1]1[CH2:6][CH2:5][CH:4]([C:7]2[CH:12]=[C:11](N)[CH:10]=[CH:9][N:8]=2)[CH2:3][CH2:2]1.N(OCCCCC)=O.C(Br)(Br)[Br:23], predict the reaction product.